From a dataset of NCI-60 drug combinations with 297,098 pairs across 59 cell lines. Regression. Given two drug SMILES strings and cell line genomic features, predict the synergy score measuring deviation from expected non-interaction effect. (1) Drug 1: C1CC(=O)NC(=O)C1N2CC3=C(C2=O)C=CC=C3N. Drug 2: C1=CC(=CC=C1CCCC(=O)O)N(CCCl)CCCl. Cell line: PC-3. Synergy scores: CSS=20.7, Synergy_ZIP=-2.44, Synergy_Bliss=-1.65, Synergy_Loewe=0.354, Synergy_HSA=1.86. (2) Drug 1: C1CN1P(=S)(N2CC2)N3CC3. Drug 2: CS(=O)(=O)OCCCCOS(=O)(=O)C. Cell line: LOX IMVI. Synergy scores: CSS=25.6, Synergy_ZIP=0.347, Synergy_Bliss=3.17, Synergy_Loewe=-9.46, Synergy_HSA=2.42. (3) Drug 1: CC1OCC2C(O1)C(C(C(O2)OC3C4COC(=O)C4C(C5=CC6=C(C=C35)OCO6)C7=CC(=C(C(=C7)OC)O)OC)O)O. Drug 2: CC1C(C(CC(O1)OC2CC(OC(C2O)C)OC3=CC4=CC5=C(C(=O)C(C(C5)C(C(=O)C(C(C)O)O)OC)OC6CC(C(C(O6)C)O)OC7CC(C(C(O7)C)O)OC8CC(C(C(O8)C)O)(C)O)C(=C4C(=C3C)O)O)O)O. Cell line: MDA-MB-231. Synergy scores: CSS=25.3, Synergy_ZIP=-3.02, Synergy_Bliss=4.61, Synergy_Loewe=3.04, Synergy_HSA=4.04. (4) Drug 1: CCN(CC)CCCC(C)NC1=C2C=C(C=CC2=NC3=C1C=CC(=C3)Cl)OC. Drug 2: CC12CCC3C(C1CCC2OP(=O)(O)O)CCC4=C3C=CC(=C4)OC(=O)N(CCCl)CCCl.[Na+]. Cell line: NCI-H226. Synergy scores: CSS=3.57, Synergy_ZIP=-4.89, Synergy_Bliss=-3.80, Synergy_Loewe=-14.6, Synergy_HSA=-6.73. (5) Drug 1: CC1=C2C(C(=O)C3(C(CC4C(C3C(C(C2(C)C)(CC1OC(=O)C(C(C5=CC=CC=C5)NC(=O)OC(C)(C)C)O)O)OC(=O)C6=CC=CC=C6)(CO4)OC(=O)C)OC)C)OC. Drug 2: CN1CCC(CC1)COC2=C(C=C3C(=C2)N=CN=C3NC4=C(C=C(C=C4)Br)F)OC. Cell line: MOLT-4. Synergy scores: CSS=46.3, Synergy_ZIP=-5.42, Synergy_Bliss=-9.81, Synergy_Loewe=-20.9, Synergy_HSA=-9.46. (6) Drug 1: C1=CC(=CC=C1CC(C(=O)O)N)N(CCCl)CCCl.Cl. Drug 2: CC(C)NC(=O)C1=CC=C(C=C1)CNNC.Cl. Cell line: MDA-MB-231. Synergy scores: CSS=14.8, Synergy_ZIP=-3.45, Synergy_Bliss=4.42, Synergy_Loewe=-0.618, Synergy_HSA=2.31. (7) Drug 1: C1C(C(OC1N2C=C(C(=O)NC2=O)F)CO)O. Drug 2: CS(=O)(=O)CCNCC1=CC=C(O1)C2=CC3=C(C=C2)N=CN=C3NC4=CC(=C(C=C4)OCC5=CC(=CC=C5)F)Cl. Cell line: SK-OV-3. Synergy scores: CSS=23.4, Synergy_ZIP=-6.86, Synergy_Bliss=-3.55, Synergy_Loewe=-6.55, Synergy_HSA=-2.10.